Dataset: NCI-60 drug combinations with 297,098 pairs across 59 cell lines. Task: Regression. Given two drug SMILES strings and cell line genomic features, predict the synergy score measuring deviation from expected non-interaction effect. Drug 1: C1=CC(=CC=C1CC(C(=O)O)N)N(CCCl)CCCl.Cl. Drug 2: CCCCCOC(=O)NC1=NC(=O)N(C=C1F)C2C(C(C(O2)C)O)O. Cell line: NCI-H522. Synergy scores: CSS=13.0, Synergy_ZIP=-2.12, Synergy_Bliss=0.935, Synergy_Loewe=-5.73, Synergy_HSA=1.88.